From a dataset of Forward reaction prediction with 1.9M reactions from USPTO patents (1976-2016). Predict the product of the given reaction. (1) Given the reactants C1(P(C2C=CC=CC=2)C2C=CC=CC=2)C=CC=CC=1.N(C(OC(C)C)=O)=NC(OC(C)C)=O.[OH:34][C:35]1[CH:44]=[C:43]2[C:38]([CH2:39][CH2:40][C:41](=[O:45])[NH:42]2)=[CH:37][CH:36]=1.[C:46]([O:50][C:51]([N:53]1[CH2:58][CH2:57][CH:56](O)[CH2:55][CH2:54]1)=[O:52])([CH3:49])([CH3:48])[CH3:47], predict the reaction product. The product is: [O:45]=[C:41]1[CH2:40][CH2:39][C:38]2[C:43](=[CH:44][C:35]([O:34][CH:56]3[CH2:57][CH2:58][N:53]([C:51]([O:50][C:46]([CH3:49])([CH3:48])[CH3:47])=[O:52])[CH2:54][CH2:55]3)=[CH:36][CH:37]=2)[NH:42]1. (2) Given the reactants [CH3:1][O:2][C:3]1[CH:8]=[CH:7][C:6]([C:9]2[S:10][C:11]([NH:27][C:28]([NH:30][C:31]3[C:36]([CH3:37])=[CH:35][C:34]([CH3:38])=[CH:33][C:32]=3[CH3:39])=[O:29])=[C:12]([C:14]([NH:16][C:17]3([C:23]([O:25]C)=[O:24])[CH2:22][CH2:21][CH2:20][CH2:19][CH2:18]3)=[O:15])[N:13]=2)=[CH:5][CH:4]=1.[OH-].[Li+].Cl, predict the reaction product. The product is: [CH3:1][O:2][C:3]1[CH:8]=[CH:7][C:6]([C:9]2[S:10][C:11]([NH:27][C:28]([NH:30][C:31]3[C:32]([CH3:39])=[CH:33][C:34]([CH3:38])=[CH:35][C:36]=3[CH3:37])=[O:29])=[C:12]([C:14]([NH:16][C:17]3([C:23]([OH:25])=[O:24])[CH2:22][CH2:21][CH2:20][CH2:19][CH2:18]3)=[O:15])[N:13]=2)=[CH:5][CH:4]=1. (3) The product is: [N+:20]([C:32]1[CH:31]=[CH:27][N:28]=[C:29]([NH2:30])[N:42]=1)([O-:22])=[O:21]. Given the reactants ClC1N=C(N[C@H]2C3C(=C(F)C=CC=3)OCC2)C([N+:20]([O-:22])=[O:21])=CN=1.ClC1[C:32](Cl)=[CH:31][C:27]2[N:28]=[CH:29][NH:30]C=2C=1.C(=O)([O-])[O-].[K+].[K+].C(#[N:42])C, predict the reaction product. (4) The product is: [NH2:15][C@@H:12]1[CH2:13][CH2:14][N:10]([CH2:9][C:8]2[CH:23]=[CH:24][C:5]([NH:4][C:1](=[O:3])[CH3:2])=[CH:6][CH:7]=2)[CH2:11]1. Given the reactants [C:1]([NH:4][C:5]1[CH:24]=[CH:23][C:8]([CH2:9][N:10]2[CH2:14][CH2:13][C@@H:12]([NH:15]C(=O)OC(C)(C)C)[CH2:11]2)=[CH:7][CH:6]=1)(=[O:3])[CH3:2], predict the reaction product.